From a dataset of Reaction yield outcomes from USPTO patents with 853,638 reactions. Predict the reaction yield, written as a fraction of the theoretical maximum amount of product (1.0 means a 100% yield; for example, 0.34 means a 34% yield). (1) The reactants are [NH2:1][C:2]1[CH:6]=[C:5]([Cl:7])[N:4]([C:8]2[CH:13]=[CH:12][C:11]([C:14]3[CH:19]=[CH:18][CH:17]=[C:16]([O:20][CH3:21])[C:15]=3[OH:22])=[CH:10][CH:9]=2)[C:3]=1[C:23]([O:25][CH2:26][CH3:27])=[O:24].[O:28]=[C:29]=[N:30][CH2:31][CH2:32][C:33]([O:35][CH2:36][CH3:37])=[O:34]. The catalyst is C1(C)C=CC=CC=1. The product is [Cl:7][C:5]1[N:4]([C:8]2[CH:13]=[CH:12][C:11]([C:14]3[CH:19]=[CH:18][CH:17]=[C:16]([O:20][CH3:21])[C:15]=3[OH:22])=[CH:10][CH:9]=2)[C:3]([C:23]([O:25][CH2:26][CH3:27])=[O:24])=[C:2]([NH:1][C:29]([NH:30][CH2:31][CH2:32][C:33]([O:35][CH2:36][CH3:37])=[O:34])=[O:28])[CH:6]=1. The yield is 0.697. (2) The reactants are [CH3:1][O:2][C:3](=[O:23])/[C:4](/[NH:12]C(OCC1C=CC=CC=1)=O)=[CH:5]/[CH2:6][C:7]([CH3:11])([CH3:10])[CH:8]=[CH2:9].[CH3:36][C:35]([O:34][C:32](O[C:32]([O:34][C:35]([CH3:38])([CH3:37])[CH3:36])=[O:33])=[O:33])([CH3:38])[CH3:37].[H][H]. The catalyst is [Pd].CO. The product is [CH3:1][O:2][C:3](=[O:23])[CH:4]([NH:12][C:32]([O:34][C:35]([CH3:36])([CH3:37])[CH3:38])=[O:33])[CH2:5][CH2:6][C:7]([CH3:10])([CH3:11])[CH2:8][CH3:9]. The yield is 0.790.